From a dataset of Forward reaction prediction with 1.9M reactions from USPTO patents (1976-2016). Predict the product of the given reaction. (1) Given the reactants [F:1][C:2]1[CH:7]=[C:6]([CH:8]=[CH2:9])[CH:5]=[CH:4][C:3]=1[N+:10]([O-:12])=[O:11].FC(F)(F)C(O)=O.[CH2:20]([N:27]([CH2:33]OC)[CH2:28][Si](C)(C)C)[C:21]1[CH:26]=[CH:25][CH:24]=[CH:23][CH:22]=1, predict the reaction product. The product is: [CH2:20]([N:27]1[CH2:33][CH2:9][CH:8]([C:6]2[CH:5]=[CH:4][C:3]([N+:10]([O-:12])=[O:11])=[C:2]([F:1])[CH:7]=2)[CH2:28]1)[C:21]1[CH:26]=[CH:25][CH:24]=[CH:23][CH:22]=1. (2) Given the reactants ClN1C(=O)CCC1=O.[F:9][C:10]1[C:19]2[C:14](=[CH:15][CH:16]=[CH:17][CH:18]=2)[C:13]([CH:20]=[N:21][OH:22])=[CH:12][CH:11]=1.[Cl:23][C:24]1[CH:29]=[C:28]([C:30]([C:32]([F:35])([F:34])[F:33])=[CH2:31])[CH:27]=[C:26]([Cl:36])[CH:25]=1.C(N(CC)CC)C, predict the reaction product. The product is: [Cl:23][C:24]1[CH:29]=[C:28]([C:30]2([C:32]([F:35])([F:33])[F:34])[O:22][N:21]=[C:20]([C:13]3[C:14]4[C:19](=[CH:18][CH:17]=[CH:16][CH:15]=4)[C:10]([F:9])=[CH:11][CH:12]=3)[CH2:31]2)[CH:27]=[C:26]([Cl:36])[CH:25]=1. (3) The product is: [Br:1][C:2]1[CH:3]=[N:4][N:5]([CH3:16])[C:6]=1[C:7]1[CH:8]=[C:9]([C:13]([NH:17][C@@H:18]([CH2:31][C:32]2[CH:33]=[CH:34][C:35]([F:38])=[CH:36][CH:37]=2)[CH2:19][N:20]2[C:28](=[O:29])[C:27]3[C:22](=[CH:23][CH:24]=[CH:25][CH:26]=3)[C:21]2=[O:30])=[O:15])[S:10][C:11]=1[Cl:12]. Given the reactants [Br:1][C:2]1[CH:3]=[N:4][N:5]([CH3:16])[C:6]=1[C:7]1[CH:8]=[C:9]([C:13]([OH:15])=O)[S:10][C:11]=1[Cl:12].[NH2:17][C@@H:18]([CH2:31][C:32]1[CH:37]=[CH:36][C:35]([F:38])=[CH:34][CH:33]=1)[CH2:19][N:20]1[C:28](=[O:29])[C:27]2[C:22](=[CH:23][CH:24]=[CH:25][CH:26]=2)[C:21]1=[O:30].CC(OC(N[C@H](C(O)=O)CC1C=CC=CC=1C(F)(F)F)=O)(C)C.C1CN([P+](Br)(N2CCCC2)N2CCCC2)CC1.F[P-](F)(F)(F)(F)F.CCN(C(C)C)C(C)C, predict the reaction product.